This data is from NCI-60 drug combinations with 297,098 pairs across 59 cell lines. The task is: Regression. Given two drug SMILES strings and cell line genomic features, predict the synergy score measuring deviation from expected non-interaction effect. (1) Drug 2: C1CN1P(=S)(N2CC2)N3CC3. Drug 1: C1=CC(=CC=C1CCCC(=O)O)N(CCCl)CCCl. Synergy scores: CSS=7.17, Synergy_ZIP=-4.49, Synergy_Bliss=-5.08, Synergy_Loewe=-5.36, Synergy_HSA=-4.87. Cell line: NCI-H226. (2) Synergy scores: CSS=5.35, Synergy_ZIP=-2.83, Synergy_Bliss=-0.249, Synergy_Loewe=-4.30, Synergy_HSA=-1.82. Drug 1: CC(C1=C(C=CC(=C1Cl)F)Cl)OC2=C(N=CC(=C2)C3=CN(N=C3)C4CCNCC4)N. Drug 2: C1C(C(OC1N2C=NC(=NC2=O)N)CO)O. Cell line: NCI-H322M. (3) Drug 1: CCC(=C(C1=CC=CC=C1)C2=CC=C(C=C2)OCCN(C)C)C3=CC=CC=C3.C(C(=O)O)C(CC(=O)O)(C(=O)O)O. Drug 2: C1=CC=C(C=C1)NC(=O)CCCCCCC(=O)NO. Cell line: COLO 205. Synergy scores: CSS=1.54, Synergy_ZIP=-1.89, Synergy_Bliss=-1.92, Synergy_Loewe=-8.23, Synergy_HSA=-3.53. (4) Drug 1: COC1=CC(=CC(=C1O)OC)C2C3C(COC3=O)C(C4=CC5=C(C=C24)OCO5)OC6C(C(C7C(O6)COC(O7)C8=CC=CS8)O)O. Drug 2: CC1C(C(CC(O1)OC2CC(OC(C2O)C)OC3=CC4=CC5=C(C(=O)C(C(C5)C(C(=O)C(C(C)O)O)OC)OC6CC(C(C(O6)C)O)OC7CC(C(C(O7)C)O)OC8CC(C(C(O8)C)O)(C)O)C(=C4C(=C3C)O)O)O)O. Cell line: HT29. Synergy scores: CSS=37.9, Synergy_ZIP=-2.49, Synergy_Bliss=4.09, Synergy_Loewe=-15.0, Synergy_HSA=2.16. (5) Drug 1: CC12CCC3C(C1CCC2=O)CC(=C)C4=CC(=O)C=CC34C. Drug 2: CCN(CC)CCNC(=O)C1=C(NC(=C1C)C=C2C3=C(C=CC(=C3)F)NC2=O)C. Cell line: SW-620. Synergy scores: CSS=6.90, Synergy_ZIP=0.200, Synergy_Bliss=-1.66, Synergy_Loewe=-2.41, Synergy_HSA=-2.50. (6) Drug 1: C1CN1C2=NC(=NC(=N2)N3CC3)N4CC4. Drug 2: B(C(CC(C)C)NC(=O)C(CC1=CC=CC=C1)NC(=O)C2=NC=CN=C2)(O)O. Cell line: DU-145. Synergy scores: CSS=59.0, Synergy_ZIP=2.60, Synergy_Bliss=3.03, Synergy_Loewe=-3.54, Synergy_HSA=5.28. (7) Drug 1: CCC(=C(C1=CC=CC=C1)C2=CC=C(C=C2)OCCN(C)C)C3=CC=CC=C3.C(C(=O)O)C(CC(=O)O)(C(=O)O)O. Drug 2: CC12CCC3C(C1CCC2OP(=O)(O)O)CCC4=C3C=CC(=C4)OC(=O)N(CCCl)CCCl.[Na+]. Cell line: K-562. Synergy scores: CSS=18.7, Synergy_ZIP=-2.45, Synergy_Bliss=-7.31, Synergy_Loewe=-1.36, Synergy_HSA=-3.49. (8) Drug 1: CC(C1=C(C=CC(=C1Cl)F)Cl)OC2=C(N=CC(=C2)C3=CN(N=C3)C4CCNCC4)N. Drug 2: C1CN1P(=S)(N2CC2)N3CC3. Cell line: SK-OV-3. Synergy scores: CSS=1.42, Synergy_ZIP=-3.01, Synergy_Bliss=-4.86, Synergy_Loewe=-6.30, Synergy_HSA=-5.09. (9) Drug 1: CC1OCC2C(O1)C(C(C(O2)OC3C4COC(=O)C4C(C5=CC6=C(C=C35)OCO6)C7=CC(=C(C(=C7)OC)O)OC)O)O. Drug 2: CN1C(=O)N2C=NC(=C2N=N1)C(=O)N. Cell line: NCI-H226. Synergy scores: CSS=16.1, Synergy_ZIP=3.46, Synergy_Bliss=1.41, Synergy_Loewe=-11.6, Synergy_HSA=0.211.